The task is: Predict the product of the given reaction.. This data is from Forward reaction prediction with 1.9M reactions from USPTO patents (1976-2016). (1) The product is: [CH2:19]([N:1]([C@H:2]1[C@@H:6]2[O:7][C:8]([CH3:10])([CH3:11])[O:9][C@@H:5]2[C@@H:4]([OH:12])[CH2:3]1)[CH2:19][C:20]1[CH:25]=[CH:24][CH:23]=[CH:22][CH:21]=1)[C:20]1[CH:25]=[CH:24][CH:23]=[CH:22][CH:21]=1. Given the reactants [NH2:1][C@H:2]1[C@@H:6]2[O:7][C:8]([CH3:11])([CH3:10])[O:9][C@@H:5]2[C@@H:4]([OH:12])[CH2:3]1.C(=O)([O-])[O-].[Na+].[Na+].[CH2:19](Br)[C:20]1[CH:25]=[CH:24][CH:23]=[CH:22][CH:21]=1.N, predict the reaction product. (2) Given the reactants [CH2:1]([C:3]1[C:8]([O:9][CH2:10][C:11]([O:13]C(C)(C)C)=[O:12])=[CH:7][CH:6]=[C:5]([CH3:18])[N:4]=1)[CH3:2].C(O)(C(F)(F)F)=O, predict the reaction product. The product is: [CH2:1]([C:3]1[C:8]([O:9][CH2:10][C:11]([OH:13])=[O:12])=[CH:7][CH:6]=[C:5]([CH3:18])[N:4]=1)[CH3:2]. (3) Given the reactants [Cl:1][C:2]1[C:3]2[CH2:16][CH2:15][N:14]([C:17]([O:19][C:20]([CH3:23])([CH3:22])[CH3:21])=[O:18])[CH2:13][CH2:12][C:4]=2[CH:5]=[C:6]2[C:11]=1[NH:10][CH2:9][CH2:8][CH2:7]2.C=O.[C:26]([BH3-])#N.[Na+].C(O)(=O)C, predict the reaction product. The product is: [Cl:1][C:2]1[C:3]2[CH2:16][CH2:15][N:14]([C:17]([O:19][C:20]([CH3:23])([CH3:22])[CH3:21])=[O:18])[CH2:13][CH2:12][C:4]=2[CH:5]=[C:6]2[C:11]=1[N:10]([CH3:26])[CH2:9][CH2:8][CH2:7]2. (4) Given the reactants N1C=NN=N1.[CH2:6]([C:10]1[N:14]([CH2:15][C:16]2[CH:21]=[CH:20][C:19]([C:22]3[CH:27]=[CH:26][CH:25]=[CH:24][C:23]=3[C:28]3[NH:32][N:31]=[N:30][N:29]=3)=[CH:18][CH:17]=2)[CH:13]=[N:12][CH:11]=1)[CH2:7][CH2:8][CH3:9].CC1N([CH2:39][C:40]2[CH:45]=[CH:44][C:43]([C:41]3[CH:42]=[CH:43][CH:44]=[CH:45][C:40]=3[C:39]3NN=NN=3)=[CH:42][CH:41]=2)C=NC=1.CCN(C(C)C)C(C)C, predict the reaction product. The product is: [CH2:39]([N:29]1[C:28]([C:23]2[CH:24]=[CH:25][CH:26]=[CH:27][C:22]=2[C:19]2[CH:18]=[CH:17][C:16]([CH2:15][N:14]3[C:10]4[CH:6]=[CH:7][CH:8]=[CH:9][C:11]=4[N:12]=[CH:13]3)=[CH:21][CH:20]=2)=[N:32][N:31]=[N:30]1)[C:40]1[CH:45]=[CH:44][CH:43]=[CH:42][CH:41]=1. (5) The product is: [CH3:6][C:2]([O:1][S:16]([CH3:15])(=[O:18])=[O:17])([CH3:7])[C:3](=[O:5])[CH3:4]. Given the reactants [OH:1][C:2]([CH3:7])([CH3:6])[C:3](=[O:5])[CH3:4].CCN(CC)CC.[CH3:15][S:16](Cl)(=[O:18])=[O:17].O, predict the reaction product. (6) Given the reactants C([O:8][C:9](=[O:29])[CH2:10][O:11][CH2:12][C@H:13]([NH:18]C(OCC1C=CC=CC=1)=O)[C:14]([O:16][CH3:17])=[O:15])C1C=CC=CC=1, predict the reaction product. The product is: [NH2:18][C@H:13]([C:14]([O:16][CH3:17])=[O:15])[CH2:12][O:11][CH2:10][C:9]([OH:29])=[O:8].